This data is from Full USPTO retrosynthesis dataset with 1.9M reactions from patents (1976-2016). The task is: Predict the reactants needed to synthesize the given product. Given the product [Cl:11][C:12]1[CH:13]=[CH:14][C:15]([C:18]2[CH:19]=[CH:20][C:21]([C:24]#[C:25][C:26]3[CH:40]=[CH:39][C:29]([O:30][CH2:31][CH2:32][N:33]([CH:34]4[CH2:38][CH2:37][CH2:36][CH2:35]4)[CH2:8][CH2:9][OH:10])=[C:28]([CH3:41])[CH:27]=3)=[N:22][CH:23]=2)=[CH:16][CH:17]=1, predict the reactants needed to synthesize it. The reactants are: C(=O)([O-])[O-].[K+].[K+].Br[CH2:8][CH2:9][OH:10].[Cl:11][C:12]1[CH:17]=[CH:16][C:15]([C:18]2[CH:19]=[CH:20][C:21]([C:24]#[C:25][C:26]3[CH:40]=[CH:39][C:29]([O:30][CH2:31][CH2:32][NH:33][CH:34]4[CH2:38][CH2:37][CH2:36][CH2:35]4)=[C:28]([CH3:41])[CH:27]=3)=[N:22][CH:23]=2)=[CH:14][CH:13]=1.